This data is from Peptide-MHC class II binding affinity with 134,281 pairs from IEDB. The task is: Regression. Given a peptide amino acid sequence and an MHC pseudo amino acid sequence, predict their binding affinity value. This is MHC class II binding data. The peptide sequence is TKFKYLAGDYLSLAD. The MHC is DRB3_0202 with pseudo-sequence DRB3_0202. The binding affinity (normalized) is 0.289.